This data is from Forward reaction prediction with 1.9M reactions from USPTO patents (1976-2016). The task is: Predict the product of the given reaction. (1) Given the reactants [N:1]1([CH2:8][CH2:9][O:10][C:11]2[CH:16]=[CH:15][C:14]([C:17]([C:20]3[C:29]4[C:24](=[CH:25][C:26]([O:30][Si:31]([C:34]([CH3:37])([CH3:36])[CH3:35])([CH3:33])[CH3:32])=[CH:27][CH:28]=4)[O:23][CH2:22][C:21]=3[C:38]3[CH:43]=[CH:42][C:41]([O:44][Si:45]([C:48]([CH3:51])([CH3:50])[CH3:49])([CH3:47])[CH3:46])=[CH:40][C:39]=3O)([OH:19])[CH3:18])=[CH:13][CH:12]=2)[CH2:7][CH2:6][CH2:5][CH2:4][CH2:3][CH2:2]1.Cl, predict the reaction product. The product is: [C:34]([Si:31]([CH3:32])([CH3:33])[O:30][C:26]1[CH:27]=[CH:28][C:29]2[C:20]3[C:17]([C:14]4[CH:15]=[CH:16][C:11]([O:10][CH2:9][CH2:8][N:1]5[CH2:2][CH2:3][CH2:4][CH2:5][CH2:6][CH2:7]5)=[CH:12][CH:13]=4)([CH3:18])[O:19][C:39]4[CH:40]=[C:41]([O:44][Si:45]([C:48]([CH3:50])([CH3:51])[CH3:49])([CH3:47])[CH3:46])[CH:42]=[CH:43][C:38]=4[C:21]=3[CH2:22][O:23][C:24]=2[CH:25]=1)([CH3:35])([CH3:36])[CH3:37]. (2) Given the reactants [N+:1]([C:4]1[CH:5]=[C:6]2[C:10](=[CH:11][CH:12]=1)[NH:9][CH:8]=[CH:7]2)([O-])=O.[N:13]1([CH2:18][CH2:19]Cl)[CH2:17][CH2:16][CH2:15][CH2:14]1, predict the reaction product. The product is: [NH2:1][C:4]1[CH:5]=[C:6]2[C:10](=[CH:11][CH:12]=1)[N:9]([CH2:19][CH2:18][N:13]1[CH2:17][CH2:16][CH2:15][CH2:14]1)[CH:8]=[CH:7]2. (3) Given the reactants [Br:1][C:2]1[CH:7]=[CH:6][C:5]([OH:8])=[CH:4][CH:3]=1.[CH:9](OC(=O)C)=[CH2:10].C(=O)([O-])[O-].[Na+].[Na+], predict the reaction product. The product is: [Br:1][C:2]1[CH:7]=[CH:6][C:5]([O:8][CH:9]=[CH2:10])=[CH:4][CH:3]=1. (4) Given the reactants [NH2:1][C:2]1[CH:7]=[CH:6][CH:5]=[CH:4][C:3]=1[OH:8].[F:9][C:10]([F:25])([F:24])[C:11]1[CH:16]=[CH:15][CH:14]=[CH:13][C:12]=1[C:17]1[O:21][C:20]([CH:22]=O)=[CH:19][CH:18]=1, predict the reaction product. The product is: [F:25][C:10]([F:9])([F:24])[C:11]1[CH:16]=[CH:15][CH:14]=[CH:13][C:12]=1[C:17]1[O:21][C:20]([CH:22]=[N:1][C:2]2[CH:7]=[CH:6][CH:5]=[CH:4][C:3]=2[OH:8])=[CH:19][CH:18]=1.